Dataset: Drug-target binding data from BindingDB using Ki measurements. Task: Regression. Given a target protein amino acid sequence and a drug SMILES string, predict the binding affinity score between them. We predict pKi (pKi = -log10(Ki in M); higher means stronger inhibition). Dataset: bindingdb_ki. (1) The drug is CC(C)CCCC(C)CCCC(C)CCCC(C)CC(=O)O. The target protein (P07148) has sequence MSFSGKYQLQSQENFEAFMKAIGLPEELIQKGKDIKGVSEIVQNGKHFKFTITAGSKVIQNEFTVGEECELETMTGEKVKTVVQLEGDNKLVTTFKNIKSVTELNGDIITNTMTLGDIVFKRISKRI. The pKi is 7.5. (2) The compound is CC(C)(C)NC(=O)NC[C@@H]1Cc2ccccc2CN1C(=S)NCC1CCCO1. The target protein (P41145) has sequence MDSPIQIFRGEPGPTCAPSACLPPNSSAWFPGWAEPDSNGSAGSEDAQLEPAHISPAIPVIITAVYSVVFVVGLVGNSLVMFVIIRYTKMKTATNIYIFNLALADALVTTTMPFQSTVYLMNSWPFGDVLCKIVISIDYYNMFTSIFTLTMMSVDRYIAVCHPVKALDFRTPLKAKIINICIWLLSSSVGISAIVLGGTKVREDVDVIECSLQFPDDDYSWWDLFMKICVFIFAFVIPVLIIIVCYTLMILRLKSVRLLSGSREKDRNLRRITRLVLVVVAVFVVCWTPIHIFILVEALGSTSHSTAALSSYYFCIALGYTNSSLNPILYAFLDENFKRCFRDFCFPLKMRMERQSTSRVRNTVQDPAYLRDIDGMNKPV. The pKi is 6.3. (3) The compound is CCCNC(=O)OC[C@H]1O[C@@H](n2cnc3c(N[C@@H]4CCOC4)nc(Cl)nc32)[C@](C)(O)[C@@H]1O. The target protein (P28190) has sequence MPPSISAFQAAYIGIEVLIALVSVPGNVLVIWAVKVNQALRDATFCFIVSLAVADVAVGALVIPLAILINIGPRTYFHTCLKVACPVLILTQSSILALLAIAVDRYLRVKIPLRYKTVVTPRRAVVAITGCWILSFVVGLTPMFGWNNLSAVERDWLANGSVGEPVIECQFEKVISMEYMVYFNFFVWVLPPLLLMVLIYMEVFYLIRKQLNKKVSASSGDPQKYYGKELKIAKSLALILFLFALSWLPLHILNCITLFCPSCHMPRILIYIAIFLSHGNSAMNPIVYAFRIQKFRVTFLKIWNDHFRCQPAPPVDEDAPAERPDD. The pKi is 6.3. (4) The small molecule is CCN(CC)Cc1cc(Nc2ccnc3cc(Cl)ccc23)ccc1O. The target protein (P50135) has sequence MASSMRSLFSDHGKYVESFRRFLNHSTEHQCMQEFMDKKLPGIIGRIGDTKSEIKILSIGGGAGEIDLQILSKVQAQYPGVCINNEVVEPSAEQIAKYKELVAKTSNLENVKFAWHKETSSEYQSRMLEKKELQKWDFIHMIQMLYYVKDIPATLKFFHSLLGTNAKMLIIVVSGSSGWDKLWKKYGSRFPQDDLCQYITSDDLTQMLDNLGLKYECYDLLSTMDISDCFIDGNENGDLLWDFLTETCNFNATAPPDLRAELGKDLQEPEFSAKKEGKVLFNNTLSFIVIEA. The pKi is 7.7.